From a dataset of Forward reaction prediction with 1.9M reactions from USPTO patents (1976-2016). Predict the product of the given reaction. (1) The product is: [Cl:1][C:2]1[CH:7]=[CH:6][C:5]([C:8](=[CH:21][N:22]([CH3:24])[CH3:23])[C:9]([C:11]2[CH:16]=[CH:15][C:14]([Cl:17])=[CH:13][C:12]=2[Cl:18])=[O:10])=[CH:4][CH:3]=1. Given the reactants [Cl:1][C:2]1[CH:7]=[CH:6][C:5]([CH2:8][C:9]([C:11]2[CH:16]=[CH:15][C:14]([Cl:17])=[CH:13][C:12]=2[Cl:18])=[O:10])=[CH:4][CH:3]=1.CO[CH:21](OC)[N:22]([CH3:24])[CH3:23], predict the reaction product. (2) Given the reactants [CH3:1][O:2][C:3]1[CH:8]=[CH:7][C:6]([OH:9])=[C:5]([N+:10]([O-:12])=[O:11])[CH:4]=1.C1(O)C=CC=CC=1.[CH3:20][O:21][C:22](=[O:26])[CH:23](Br)[CH3:24], predict the reaction product. The product is: [CH3:1][O:2][C:3]1[CH:8]=[CH:7][C:6]([O:9][CH:23]([CH3:24])[C:22]([O:21][CH3:20])=[O:26])=[C:5]([N+:10]([O-:12])=[O:11])[CH:4]=1.